The task is: Predict the reaction yield, written as a fraction of the theoretical maximum amount of product (1.0 means a 100% yield; for example, 0.34 means a 34% yield).. This data is from Reaction yield outcomes from USPTO patents with 853,638 reactions. The reactants are [Br:1][CH:2]1[CH2:23][CH2:22][C:5]2=[CH:6][C:7]3[C:8]4[CH:17]=[CH:16][C:15]([C:18](=[O:21])[CH2:19]Br)=[CH:14][C:9]=4[CH2:10][O:11][C:12]=3[CH:13]=[C:4]2[C:3]1=[O:24].[C:25]([O:29][C:30]([N:32]1[C@@H:36]([CH3:37])[CH2:35][CH2:34][C@H:33]1[C:38]([OH:40])=[O:39])=[O:31])([CH3:28])([CH3:27])[CH3:26].C([O-])([O-])=O.[K+].[K+]. The catalyst is ClCCl. The product is [CH3:37][C@@H:36]1[N:32]([C:30]([O:29][C:25]([CH3:26])([CH3:27])[CH3:28])=[O:31])[C@H:33]([C:38]([O:40][CH2:19][C:18]([C:15]2[CH:16]=[CH:17][C:8]3[C:7]4[CH:6]=[C:5]5[CH2:22][CH2:23][CH:2]([Br:1])[C:3](=[O:24])[C:4]5=[CH:13][C:12]=4[O:11][CH2:10][C:9]=3[CH:14]=2)=[O:21])=[O:39])[CH2:34][CH2:35]1. The yield is 0.840.